This data is from Catalyst prediction with 721,799 reactions and 888 catalyst types from USPTO. The task is: Predict which catalyst facilitates the given reaction. (1) Reactant: [Cl:1][C:2]1[C:10]([NH2:11])=[C:9]([Cl:12])[C:8]([F:13])=[CH:7][C:3]=1[C:4]([NH2:6])=O.[H-].[H-].[H-].[H-].[Li+].[Al+3]. Product: [NH2:11][C:10]1[C:2]([Cl:1])=[C:3]([CH:7]=[C:8]([F:13])[C:9]=1[Cl:12])[CH2:4][NH2:6]. The catalyst class is: 1. (2) Reactant: B(Br)(Br)Br.C[O:6][C:7]1[CH:8]=[C:9]([C@H:15]([CH3:19])[C:16]([OH:18])=[O:17])[CH:10]=[C:11]([O:13]C)[CH:12]=1. Product: [OH:6][C:7]1[CH:8]=[C:9]([C@H:15]([CH3:19])[C:16]([OH:18])=[O:17])[CH:10]=[C:11]([OH:13])[CH:12]=1. The catalyst class is: 2. (3) The catalyst class is: 49. Reactant: [CH2:1]([C:3]1[NH:4][CH:5]=[CH:6][CH:7]=1)[CH3:2].[CH3:8][C:9]1[CH:14]=[CH:13][CH:12]=[CH:11][C:10]=1[S:15](Cl)(=[O:17])=[O:16].[H-].[Na+]. Product: [CH2:1]([C:3]1[N:4]([S:15]([C:10]2[C:9]([CH3:8])=[CH:14][CH:13]=[CH:12][CH:11]=2)(=[O:17])=[O:16])[CH:5]=[CH:6][CH:7]=1)[CH3:2]. (4) Reactant: [Cl:1][C:2]1[C:3]([CH3:31])=[C:4]([CH:20]([OH:30])[CH2:21][N:22]([C:26](=[O:29])[CH2:27]Cl)[CH:23]([CH3:25])[CH3:24])[C:5]([O:18][CH3:19])=[C:6]([CH:8]([NH:10][C:11](=[O:17])[O:12][C:13]([CH3:16])([CH3:15])[CH3:14])[CH3:9])[CH:7]=1.[H-].[Na+]. Product: [Cl:1][C:2]1[C:3]([CH3:31])=[C:4]([CH:20]2[O:30][CH2:27][C:26](=[O:29])[N:22]([CH:23]([CH3:24])[CH3:25])[CH2:21]2)[C:5]([O:18][CH3:19])=[C:6]([CH:8]([NH:10][C:11](=[O:17])[O:12][C:13]([CH3:16])([CH3:14])[CH3:15])[CH3:9])[CH:7]=1. The catalyst class is: 1. (5) Reactant: [Cl-].[CH:2]([C:5]1[CH:27]=[CH:26][C:8]([NH:9][C:10]2[C:11]([NH2+:16][C:17]3[CH:22]=[CH:21][C:20]([CH:23]([CH3:25])[CH3:24])=[CH:19][CH:18]=3)=[N:12][CH:13]=[CH:14][N:15]=2)=[CH:7][CH:6]=1)([CH3:4])[CH3:3].[CH:28](OCC)(OCC)[O:29][CH2:30][CH3:31]. Product: [CH2:30]([O:29][CH:28]1[N:16]([C:17]2[CH:18]=[CH:19][C:20]([CH:23]([CH3:25])[CH3:24])=[CH:21][CH:22]=2)[C:11]2=[N:12][CH:13]=[CH:14][N:15]=[C:10]2[N:9]1[C:8]1[CH:26]=[CH:27][C:5]([CH:2]([CH3:4])[CH3:3])=[CH:6][CH:7]=1)[CH3:31]. The catalyst class is: 6. (6) Reactant: C(OC(=O)[NH:7][CH2:8][CH2:9][N:10]([C:26](=[O:29])[CH2:27][Cl:28])[CH2:11][CH:12]1[CH2:17][CH2:16][N:15]([C:18]2[CH:23]=[CH:22][C:21](=[O:24])[N:20]([CH3:25])[N:19]=2)[CH2:14][CH2:13]1)(C)(C)C.Cl. Product: [ClH:28].[NH2:7][CH2:8][CH2:9][N:10]([CH2:11][CH:12]1[CH2:13][CH2:14][N:15]([C:18]2[CH:23]=[CH:22][C:21](=[O:24])[N:20]([CH3:25])[N:19]=2)[CH2:16][CH2:17]1)[C:26](=[O:29])[CH2:27][Cl:28]. The catalyst class is: 5. (7) Reactant: [F:1][C:2]1[CH:3]=[C:4]([NH:8][S:9]([C:12]2[CH:13]=[C:14]([CH:20]=[CH:21][CH:22]=2)[C:15]([O:17]CC)=[O:16])(=[O:11])=[O:10])[CH:5]=[CH:6][CH:7]=1.C(O)C.[OH-].[Na+].Cl. Product: [F:1][C:2]1[CH:3]=[C:4]([NH:8][S:9]([C:12]2[CH:13]=[C:14]([CH:20]=[CH:21][CH:22]=2)[C:15]([OH:17])=[O:16])(=[O:10])=[O:11])[CH:5]=[CH:6][CH:7]=1. The catalyst class is: 6. (8) Reactant: [NH2:1][CH2:2][CH2:3][CH:4]([C:9]1[CH:10]=[N:11][N:12]2[CH2:17][C@H:16]([CH3:18])[N:15]([C:19]([O:21][C:22]([CH3:25])([CH3:24])[CH3:23])=[O:20])[CH2:14][C:13]=12)[C:5]([O:7]C)=O. Product: [CH3:18][C@H:16]1[CH2:17][N:12]2[N:11]=[CH:10][C:9]([CH:4]3[CH2:3][CH2:2][NH:1][C:5]3=[O:7])=[C:13]2[CH2:14][N:15]1[C:19]([O:21][C:22]([CH3:23])([CH3:25])[CH3:24])=[O:20]. The catalyst class is: 11. (9) Reactant: C(CC(O)=O)#N.CN(C(ON1N=NC2C=CC=NC1=2)=[N+](C)C)C.F[P-](F)(F)(F)(F)F.Cl.Cl[C:33]1[CH:70]=[CH:69][C:36]([C:37]([NH:39]C2N(CC3CCCN3)C3C=CC(CN([C@H](C(C)(C)C)C)C(=O)C(F)(F)F)=CC=3N=2)=[O:38])=[CH:35][CH:34]=1.CCN(C(C)C)C(C)C. Product: [C:37]([NH2:39])(=[O:38])[C:36]1[CH:69]=[CH:70][CH:33]=[CH:34][CH:35]=1. The catalyst class is: 634.